From a dataset of Catalyst prediction with 721,799 reactions and 888 catalyst types from USPTO. Predict which catalyst facilitates the given reaction. (1) Reactant: Br[CH2:2][CH2:3][CH2:4][Cl:5].[H-].[Na+].[OH:8][C:9]1[CH:10]=[C:11]([CH:14]=[CH:15][CH:16]=1)[C:12]#[N:13]. Product: [Cl:5][CH2:4][CH2:3][CH2:2][O:8][C:9]1[CH:10]=[C:11]([CH:14]=[CH:15][CH:16]=1)[C:12]#[N:13]. The catalyst class is: 8. (2) Reactant: [Br:1][C:2]1[CH:3]=[C:4]([CH:8]=[CH:9][CH:10]=1)CCO.BrC1C=C([CH2:18][CH2:19][O:20][CH:21]([C:23]2[C:32]3[C:27](=[CH:28][CH:29]=[C:30]([C:33]4[CH:38]=[CH:37][CH:36]=[CH:35][C:34]=4[O:39][CH3:40])[CH:31]=3)[NH:26][C:25]([CH3:42])([CH3:41])[CH:24]=2)[CH3:22])C=CC=1.C[Si]([N-][Si](C)(C)C)(C)C.[Na+].C(OC(N1C2C(=CC(C3C=CC=CC=3OC)=CC=2)C(C(OS(C)(=O)=O)C)=CC1(C)C)=O)(C)(C)C. Product: [Br:1][C:2]1[CH:3]=[CH:4][CH:8]=[CH:9][C:10]=1[CH2:18][CH2:19][O:20][CH:21]([C:23]1[C:32]2[C:27](=[CH:28][CH:29]=[C:30]([C:33]3[CH:38]=[CH:37][CH:36]=[CH:35][C:34]=3[O:39][CH3:40])[CH:31]=2)[NH:26][C:25]([CH3:42])([CH3:41])[CH:24]=1)[CH3:22]. The catalyst class is: 1.